Dataset: Reaction yield outcomes from USPTO patents with 853,638 reactions. Task: Predict the reaction yield, written as a fraction of the theoretical maximum amount of product (1.0 means a 100% yield; for example, 0.34 means a 34% yield). (1) The reactants are Cl[C:2]1[C:11]2[C:6](=[CH:7][CH:8]=[CH:9][C:10]=2[O:12][CH:13]2[CH2:18][CH2:17][N:16]([CH3:19])[CH2:15][CH2:14]2)[N:5]=[CH:4][N:3]=1.[CH3:20][C:21]1[C:29]2[C:24](=[CH:25][CH:26]=[C:27]([NH2:30])[CH:28]=2)[NH:23][CH:22]=1. No catalyst specified. The product is [CH3:20][C:21]1[C:29]2[C:24](=[CH:25][CH:26]=[C:27]([NH:30][C:2]3[C:11]4[C:6](=[CH:7][CH:8]=[CH:9][C:10]=4[O:12][CH:13]4[CH2:18][CH2:17][N:16]([CH3:19])[CH2:15][CH2:14]4)[N:5]=[CH:4][N:3]=3)[CH:28]=2)[NH:23][CH:22]=1. The yield is 0.100. (2) The reactants are [Br:1][C:2]1[C:3]([F:12])=[C:4]([CH:8]=[C:9]([Cl:11])[CH:10]=1)C(O)=O.CC[N:15]([CH:19](C)C)C(C)C.C1C=CC([O:28]P(OC2C=CC=CC=2)(N=[N+]=[N-])=O)=CC=1.[C:41]([OH:45])([CH3:44])([CH3:43])[CH3:42]. The catalyst is C1(C)C=CC=CC=1. The product is [Br:1][C:2]1[C:3]([F:12])=[C:4]([NH:15][C:19](=[O:28])[O:45][C:41]([CH3:44])([CH3:43])[CH3:42])[CH:8]=[C:9]([Cl:11])[CH:10]=1. The yield is 0.570. (3) The reactants are [CH3:1][C:2]1[CH:7]=[CH:6][C:5]([S:8]([O:11][CH2:12][CH:13]2[CH2:17][C:16]3[CH:18]=[CH:19][CH:20]=[C:21](OS(C(F)(F)F)(=O)=O)[C:15]=3[O:14]2)(=[O:10])=[O:9])=[CH:4][CH:3]=1.[F:30][C:31]([F:46])([F:45])[C:32]1[CH:33]=[C:34](B(O)O)[CH:35]=[C:36]([C:38]([F:41])([F:40])[F:39])[CH:37]=1.P([O-])([O-])([O-])=O.[K+].[K+].[K+]. The catalyst is O1CCOCC1.C(OCC)C.C1C=CC([P]([Pd]([P](C2C=CC=CC=2)(C2C=CC=CC=2)C2C=CC=CC=2)([P](C2C=CC=CC=2)(C2C=CC=CC=2)C2C=CC=CC=2)[P](C2C=CC=CC=2)(C2C=CC=CC=2)C2C=CC=CC=2)(C2C=CC=CC=2)C2C=CC=CC=2)=CC=1. The product is [CH3:1][C:2]1[CH:3]=[CH:4][C:5]([S:8]([O:11][CH2:12][CH:13]2[CH2:17][C:16]3[CH:18]=[CH:19][CH:20]=[C:21]([C:34]4[CH:35]=[C:36]([C:38]([F:41])([F:39])[F:40])[CH:37]=[C:32]([C:31]([F:30])([F:46])[F:45])[CH:33]=4)[C:15]=3[O:14]2)(=[O:9])=[O:10])=[CH:6][CH:7]=1. The yield is 0.660. (4) The reactants are Cl[C:2]1[C:3]([N:16]2[CH2:21][CH2:20][N:19]([CH3:22])[CH2:18][CH2:17]2)=[N:4][C:5]2[C:10]([N:11]=1)=[CH:9][C:8]([C:12]([F:15])([F:14])[F:13])=[CH:7][CH:6]=2.O.[NH2:24][NH2:25]. The catalyst is CCO. The product is [NH:24]([C:2]1[C:3]([N:16]2[CH2:21][CH2:20][N:19]([CH3:22])[CH2:18][CH2:17]2)=[N:4][C:5]2[C:10]([N:11]=1)=[CH:9][C:8]([C:12]([F:15])([F:14])[F:13])=[CH:7][CH:6]=2)[NH2:25]. The yield is 0.500. (5) The reactants are [C:1]([O:7][CH2:8][N:9]1[C:13]2[N:14]=[CH:15][N:16]=[C:17](Cl)[C:12]=2[CH:11]=[CH:10]1)(=[O:6])[C:2]([CH3:5])([CH3:4])[CH3:3].[CH:19]1([CH:24]([N:28]2[CH:32]=[C:31](B3OC(C)(C)C(C)(C)O3)[CH:30]=[N:29]2)[CH2:25][C:26]#[N:27])[CH2:23][CH2:22][CH2:21][CH2:20]1.COCCOC.O.C(=O)([O-])[O-].[K+].[K+]. The catalyst is C1C=CC([P]([Pd]([P](C2C=CC=CC=2)(C2C=CC=CC=2)C2C=CC=CC=2)([P](C2C=CC=CC=2)(C2C=CC=CC=2)C2C=CC=CC=2)[P](C2C=CC=CC=2)(C2C=CC=CC=2)C2C=CC=CC=2)(C2C=CC=CC=2)C2C=CC=CC=2)=CC=1. The product is [C:1]([O:7][CH2:8][N:9]1[C:13]2[N:14]=[CH:15][N:16]=[C:17]([C:31]3[CH:30]=[N:29][N:28]([CH:24]([CH:19]4[CH2:23][CH2:22][CH2:21][CH2:20]4)[CH2:25][C:26]#[N:27])[CH:32]=3)[C:12]=2[CH:11]=[CH:10]1)(=[O:6])[C:2]([CH3:5])([CH3:4])[CH3:3]. The yield is 0.886. (6) The reactants are Br.[CH2:2]([O:4][C:5](=[O:34])[C:6]1[CH:11]=[CH:10][CH:9]=[C:8]([O:12][CH2:13][CH2:14][CH2:15][N:16]2[C:20]3[CH:21]=[CH:22][CH:23]=[CH:24][C:19]=3[N:18]([CH2:25][C:26]3[CH:31]=[CH:30][C:29](Br)=[CH:28][CH:27]=3)[C:17]2=[NH:33])[CH:7]=1)[CH3:3].C1C=CC(P(C2C(C3C(P(C4C=CC=CC=4)C4C=CC=CC=4)=CC=C4C=3C=CC=C4)=C3C(C=CC=C3)=CC=2)C2C=CC=CC=2)=CC=1.[Cl:81][C:82]1[CH:87]=[CH:86][C:85]([C:88]2[CH:93]=[CH:92][CH:91]=[CH:90][C:89]=2[CH2:94][N:95]2[CH2:100][CH2:99][NH:98][CH2:97][CH2:96]2)=[CH:84][CH:83]=1.C([O-])([O-])=O.[Cs+].[Cs+]. The catalyst is C1(C)C=CC=CC=1.CC([O-])=O.CC([O-])=O.[Pd+2]. The product is [CH2:2]([O:4][C:5](=[O:34])[C:6]1[CH:11]=[CH:10][CH:9]=[C:8]([O:12][CH2:13][CH2:14][CH2:15][N:16]2[C:20]3[CH:21]=[CH:22][CH:23]=[CH:24][C:19]=3[N:18]([CH2:25][C:26]3[CH:31]=[CH:30][C:29]([N:98]4[CH2:97][CH2:96][N:95]([CH2:94][C:89]5[CH:90]=[CH:91][CH:92]=[CH:93][C:88]=5[C:85]5[CH:86]=[CH:87][C:82]([Cl:81])=[CH:83][CH:84]=5)[CH2:100][CH2:99]4)=[CH:28][CH:27]=3)[C:17]2=[NH:33])[CH:7]=1)[CH3:3]. The yield is 0.610. (7) The yield is 0.850. The catalyst is O1CCCC1.CC(C)=O.O=[Mn]=O. The reactants are [Br:1][C:2]1[CH:7]=[CH:6][C:5]([NH:8][C:9]2[C:10]([CH2:19][OH:20])=[CH:11][C:12]3[NH:16][CH:15]=[N:14][C:13]=3[C:17]=2[F:18])=[C:4]([Cl:21])[CH:3]=1. The product is [Br:1][C:2]1[CH:7]=[CH:6][C:5]([NH:8][C:9]2[C:10]([CH:19]=[O:20])=[CH:11][C:12]3[NH:16][CH:15]=[N:14][C:13]=3[C:17]=2[F:18])=[C:4]([Cl:21])[CH:3]=1.